Task: Predict the product of the given reaction.. Dataset: Forward reaction prediction with 1.9M reactions from USPTO patents (1976-2016) (1) Given the reactants [Cl:1][C:2]1[CH:3]=[C:4]([NH:8][C:9]2[CH:17]=[C:16]([CH:18]([CH3:20])[CH3:19])[C:12]([C:13]([OH:15])=O)=[CH:11][N:10]=2)[CH:5]=[CH:6][CH:7]=1.C(N1CCOCC1)C.[F:29][C:30]1[CH:37]=[CH:36][C:33]([CH2:34][NH2:35])=[CH:32][CH:31]=1.O.ON1C2C=CC=CC=2N=N1.Cl.CN(C)CCCN=C=NCC, predict the reaction product. The product is: [Cl:1][C:2]1[CH:3]=[C:4]([NH:8][C:9]2[CH:17]=[C:16]([CH:18]([CH3:20])[CH3:19])[C:12]([C:13]([NH:35][CH2:34][C:33]3[CH:36]=[CH:37][C:30]([F:29])=[CH:31][CH:32]=3)=[O:15])=[CH:11][N:10]=2)[CH:5]=[CH:6][CH:7]=1. (2) Given the reactants [O:1]1[CH2:4][CH:3]([N:5]2[CH2:10][CH2:9][CH:8]([CH:11]3[CH2:16][CH2:15][N:14](C(OCC4C=CC=CC=4)=O)[CH2:13][CH2:12]3)[CH2:7][CH2:6]2)[CH2:2]1, predict the reaction product. The product is: [O:1]1[CH2:2][CH:3]([N:5]2[CH2:10][CH2:9][CH:8]([CH:11]3[CH2:16][CH2:15][NH:14][CH2:13][CH2:12]3)[CH2:7][CH2:6]2)[CH2:4]1.